From a dataset of Full USPTO retrosynthesis dataset with 1.9M reactions from patents (1976-2016). Predict the reactants needed to synthesize the given product. (1) The reactants are: [F:1][C:2]1[CH:7]=[CH:6][C:5]([CH:8]2[C:13]3=[N:14][NH:15][C:16](=[O:21])[C:17]4[CH:18]=[CH:19][CH:20]=[C:11]([C:12]=43)[NH:10][CH:9]2[C:22]2[CH:43]=[CH:42][C:25]([CH2:26][N:27]3[CH2:32][C@@H:31]([CH3:33])[N:30](C(OC(C)(C)C)=O)[C@H:29]([CH3:41])[CH2:28]3)=[CH:24][CH:23]=2)=[CH:4][CH:3]=1. Given the product [CH3:33][CH:31]1[NH:30][CH:29]([CH3:41])[CH2:28][N:27]([CH2:26][C:25]2[CH:42]=[CH:43][C:22]([CH:9]3[NH:10][C:11]4[C:12]5[C:13](=[N:14][NH:15][C:16](=[O:21])[C:17]=5[CH:18]=[CH:19][CH:20]=4)[CH:8]3[C:5]3[CH:4]=[CH:3][C:2]([F:1])=[CH:7][CH:6]=3)=[CH:23][CH:24]=2)[CH2:32]1, predict the reactants needed to synthesize it. (2) Given the product [CH2:32]([O:31][C:29]([C:28]1[C:21]2[C:20]([C:16]3[CH:17]=[CH:18][CH:19]=[C:14]([NH:13][C:11](=[O:12])[C:10]([CH2:9][OH:8])=[CH2:34])[CH:15]=3)=[N:25][CH:24]=[N:23][C:22]=2[NH:26][CH:27]=1)=[O:30])[CH3:33], predict the reactants needed to synthesize it. The reactants are: [Si]([O:8][CH2:9][C:10](=[CH2:34])[C:11]([NH:13][C:14]1[CH:15]=[C:16]([C:20]2[C:21]3[C:28]([C:29]([O:31][CH2:32][CH3:33])=[O:30])=[CH:27][NH:26][C:22]=3[N:23]=[CH:24][N:25]=2)[CH:17]=[CH:18][CH:19]=1)=[O:12])(C(C)(C)C)(C)C.CCCC[N+](CCCC)(CCCC)CCCC.[F-]. (3) Given the product [CH3:19][O:18][C:15]1[CH:16]=[C:17]2[C:12](=[CH:13][CH:14]=1)[N:11]=[CH:10][N:9]=[C:8]2[O:7][C@@H:6]1[CH2:5][N:4]([CH2:20][C@H:21]2[O:25][C:24](=[O:26])[N:23]([C:27]3[CH:28]=[CH:29][C:30]4[S:35][CH2:34][C:33](=[O:36])[NH:32][C:31]=4[CH:37]=3)[CH2:22]2)[CH2:3][C@H:2]1[NH:1][C:38](=[O:40])[CH3:39], predict the reactants needed to synthesize it. The reactants are: [NH2:1][C@H:2]1[C@H:6]([O:7][C:8]2[C:17]3[C:12](=[CH:13][CH:14]=[C:15]([O:18][CH3:19])[CH:16]=3)[N:11]=[CH:10][N:9]=2)[CH2:5][N:4]([CH2:20][C@H:21]2[O:25][C:24](=[O:26])[N:23]([C:27]3[CH:28]=[CH:29][C:30]4[S:35][CH2:34][C:33](=[O:36])[NH:32][C:31]=4[CH:37]=3)[CH2:22]2)[CH2:3]1.[C:38](N1C=CN=C1)(=[O:40])[CH3:39].CCN(C(C)C)C(C)C. (4) Given the product [CH3:17][CH2:16][O:18][C:19]([C@@H:21]1[CH2:25][CH2:24][C:23](=[O:26])[N:22]1[C:9]([O:11][C:12]([CH3:13])([CH3:14])[CH3:15])=[O:10])=[O:20], predict the reactants needed to synthesize it. The reactants are: [C:9](O[C:9]([O:11][C:12]([CH3:15])([CH3:14])[CH3:13])=[O:10])([O:11][C:12]([CH3:15])([CH3:14])[CH3:13])=[O:10].[CH2:16]([O:18][C:19]([C@@H:21]1[CH2:25][CH2:24][C:23](=[O:26])[NH:22]1)=[O:20])[CH3:17].C([O-])(O)=O.[Na+].O. (5) Given the product [C:21]([C:10]1([OH:18])[C:11]([CH3:17])([C:13]([F:16])([F:14])[F:15])[CH2:12][C:4]2([O:3][CH:2]([CH3:1])[CH:6]([CH3:7])[O:5]2)[CH:8]=[C:9]1[CH3:19])#[CH:22], predict the reactants needed to synthesize it. The reactants are: [CH3:1][CH:2]1[CH:6]([CH3:7])[O:5][C:4]2([CH2:12][C:11]([CH3:17])([C:13]([F:16])([F:15])[F:14])[C:10](=[O:18])[C:9]([CH3:19])=[CH:8]2)[O:3]1.O1CC[CH2:22][CH2:21]1. (6) Given the product [CH:1]1[C:9]2[C:8]3[CH:10]=[CH:11][CH:12]=[CH:13][C:7]=3[S:6][C:5]=2[C:4]([N:14]([C:15]2[C:20]3[S:21][C:22]4[CH:27]=[CH:26][CH:25]=[CH:24][C:23]=4[C:19]=3[CH:18]=[CH:17][CH:16]=2)[C:28]2[CH:33]=[CH:32][C:31]([OH:34])=[CH:30][CH:29]=2)=[CH:3][CH:2]=1, predict the reactants needed to synthesize it. The reactants are: [CH:1]1[C:9]2[C:8]3[CH:10]=[CH:11][CH:12]=[CH:13][C:7]=3[S:6][C:5]=2[C:4]([N:14]([C:28]2[CH:33]=[CH:32][C:31]([O:34]C)=[CH:30][CH:29]=2)[C:15]2[C:20]3[S:21][C:22]4[CH:27]=[CH:26][CH:25]=[CH:24][C:23]=4[C:19]=3[CH:18]=[CH:17][CH:16]=2)=[CH:3][CH:2]=1.B(Br)(Br)Br. (7) The reactants are: Cl[C:2]1[N:7]=[CH:6][C:5]([O:8][CH2:9][CH:10]2[CH2:15][CH2:14][N:13]([C:16]([O:18][C:19]([CH3:22])([CH3:21])[CH3:20])=[O:17])[CH2:12][CH2:11]2)=[CH:4][CH:3]=1.[CH3:23][S:24]([C:27]1[CH:32]=[CH:31][C:30](B(O)O)=[CH:29][CH:28]=1)(=[O:26])=[O:25].C([O-])([O-])=O.[Cs+].[Cs+]. Given the product [CH3:23][S:24]([C:27]1[CH:32]=[CH:31][C:30]([C:2]2[N:7]=[CH:6][C:5]([O:8][CH2:9][CH:10]3[CH2:15][CH2:14][N:13]([C:16]([O:18][C:19]([CH3:22])([CH3:21])[CH3:20])=[O:17])[CH2:12][CH2:11]3)=[CH:4][CH:3]=2)=[CH:29][CH:28]=1)(=[O:26])=[O:25], predict the reactants needed to synthesize it.